From a dataset of Full USPTO retrosynthesis dataset with 1.9M reactions from patents (1976-2016). Predict the reactants needed to synthesize the given product. (1) Given the product [F:35][C:21]([F:20])([F:34])[C:22]1[CH:27]=[CH:26][CH:25]=[CH:24][C:23]=1[CH:28]1[CH2:29][CH2:30][N:31]([C:16]([C:13]2[C:14]3[CH2:15][N:8]([C:6]([O:5][C:1]([CH3:2])([CH3:3])[CH3:4])=[O:7])[CH2:9][C:10]=3[NH:11][N:12]=2)=[O:18])[CH2:32][CH2:33]1, predict the reactants needed to synthesize it. The reactants are: [C:1]([O:5][C:6]([N:8]1[CH2:15][C:14]2[C:13]([C:16]([OH:18])=O)=[N:12][NH:11][C:10]=2[CH2:9]1)=[O:7])([CH3:4])([CH3:3])[CH3:2].Cl.[F:20][C:21]([F:35])([F:34])[C:22]1[CH:27]=[CH:26][CH:25]=[CH:24][C:23]=1[CH:28]1[CH2:33][CH2:32][NH:31][CH2:30][CH2:29]1.F[P-](F)(F)(F)(F)F.N1(O[P+](N(C)C)(N(C)C)N(C)C)C2C=CC=CC=2N=N1.CCN(C(C)C)C(C)C. (2) Given the product [CH3:33][O:9]/[N:8]=[C:7](\[C:1]1[CH:6]=[CH:5][CH:4]=[CH:3][CH:2]=1)/[C:10]1[CH:11]=[N:12][C:13]2[C:18]([C:19]=1[C:20]1[CH:21]=[CH:22][CH:23]=[CH:24][CH:25]=1)=[CH:17][CH:16]=[CH:15][C:14]=2[C:26]([F:29])([F:27])[F:28], predict the reactants needed to synthesize it. The reactants are: [C:1]1(/[C:7](/[C:10]2[CH:11]=[N:12][C:13]3[C:18]([C:19]=2[C:20]2[CH:25]=[CH:24][CH:23]=[CH:22][CH:21]=2)=[CH:17][CH:16]=[CH:15][C:14]=3[C:26]([F:29])([F:28])[F:27])=[N:8]\[OH:9])[CH:6]=[CH:5][CH:4]=[CH:3][CH:2]=1.[H-].[Na+].I[CH3:33]. (3) Given the product [C:29]([CH2:28][N:11]1[CH:12]=[C:13]([N:14]2[CH2:15][CH2:16][N:17]([C:20]([O:22][C:23]([CH3:26])([CH3:25])[CH3:24])=[O:21])[CH2:18][CH2:19]2)[C:9]([C:3]2[CH:4]=[CH:5][CH:6]=[CH:7][CH:8]=2)=[N:10]1)#[N:30], predict the reactants needed to synthesize it. The reactants are: [H-].[Na+].[C:3]1([C:9]2[C:13]([N:14]3[CH2:19][CH2:18][N:17]([C:20]([O:22][C:23]([CH3:26])([CH3:25])[CH3:24])=[O:21])[CH2:16][CH2:15]3)=[CH:12][NH:11][N:10]=2)[CH:8]=[CH:7][CH:6]=[CH:5][CH:4]=1.Cl[CH2:28][C:29]#[N:30]. (4) Given the product [NH2:1][C:2]1[N:7]=[C:6]([N:8]2[CH2:29][CH2:28][C:11]3([CH2:15][N:14]([C:16]([O:18][C:19]([CH3:22])([CH3:21])[CH3:20])=[O:17])[C@H:13]([C:23]([O:25][CH2:26][CH3:27])=[O:24])[CH2:12]3)[CH2:10][CH2:9]2)[CH:5]=[C:4]([O:30][C@H:31]([C:36]2[CH:41]=[C:40]([Cl:42])[CH:39]=[CH:38][C:37]=2[C:52]2[CH:51]=[CH:50][CH:49]=[C:48]([S:45]([CH3:44])(=[O:47])=[O:46])[CH:53]=2)[C:32]([F:35])([F:34])[F:33])[N:3]=1, predict the reactants needed to synthesize it. The reactants are: [NH2:1][C:2]1[N:7]=[C:6]([N:8]2[CH2:29][CH2:28][C:11]3([CH2:15][N:14]([C:16]([O:18][C:19]([CH3:22])([CH3:21])[CH3:20])=[O:17])[C@H:13]([C:23]([O:25][CH2:26][CH3:27])=[O:24])[CH2:12]3)[CH2:10][CH2:9]2)[CH:5]=[C:4]([O:30][C@H:31]([C:36]2[CH:41]=[C:40]([Cl:42])[CH:39]=[CH:38][C:37]=2Br)[C:32]([F:35])([F:34])[F:33])[N:3]=1.[CH3:44][S:45]([C:48]1[CH:49]=[C:50](B(O)O)[CH:51]=[CH:52][CH:53]=1)(=[O:47])=[O:46].C([O-])([O-])=O.[Na+].[Na+]. (5) Given the product [Cl:35][C:20]1[C:21]([NH:23][C:24]2[C:33]([F:34])=[CH:32][CH:31]=[CH:30][C:25]=2[C:26]([NH:28][CH3:29])=[O:27])=[N:22][C:17]([NH:1][C:2]2[CH:3]=[CH:4][C:5]3[C:11]([CH3:12])([CH3:13])[CH2:10][CH2:9][C:8](=[O:14])[NH:7][C:6]=3[CH:15]=2)=[N:18][CH:19]=1, predict the reactants needed to synthesize it. The reactants are: [NH2:1][C:2]1[CH:3]=[CH:4][C:5]2[C:11]([CH3:13])([CH3:12])[CH2:10][CH2:9][C:8](=[O:14])[NH:7][C:6]=2[CH:15]=1.Cl[C:17]1[N:22]=[C:21]([NH:23][C:24]2[C:33]([F:34])=[CH:32][CH:31]=[CH:30][C:25]=2[C:26]([NH:28][CH3:29])=[O:27])[C:20]([Cl:35])=[CH:19][N:18]=1. (6) The reactants are: O[C:2]1([C:23]([F:26])([F:25])[F:24])[CH2:6][N:5]([C:7]2[CH:12]=[CH:11][C:10]([S:13]([CH3:16])(=[O:15])=[O:14])=[CH:9][CH:8]=2)[C:4]([C:17]2[CH:22]=[CH:21][CH:20]=[CH:19][N:18]=2)=[N:3]1.O.C1(C)C=CC(S(O)(=O)=O)=CC=1. Given the product [CH3:16][S:13]([C:10]1[CH:9]=[CH:8][C:7]([N:5]2[CH:6]=[C:2]([C:23]([F:26])([F:25])[F:24])[N:3]=[C:4]2[C:17]2[CH:22]=[CH:21][CH:20]=[CH:19][N:18]=2)=[CH:12][CH:11]=1)(=[O:14])=[O:15], predict the reactants needed to synthesize it. (7) Given the product [C:1]([O:5][C:6]([N:8]1[CH2:12][CH2:11][CH2:10][C@H:9]1[C:13]1[N:16]=[C:21]([C:18]2([F:17])[CH2:20][CH2:19]2)[O:15][N:14]=1)=[O:7])([CH3:4])([CH3:2])[CH3:3], predict the reactants needed to synthesize it. The reactants are: [C:1]([O:5][C:6]([N:8]1[CH2:12][CH2:11][CH2:10][C@H:9]1[C:13](=[NH:16])[NH:14][OH:15])=[O:7])([CH3:4])([CH3:3])[CH3:2].[F:17][C:18]1([C:21](O)=O)[CH2:20][CH2:19]1.C(N=C=NC(C)C)(C)C. (8) Given the product [CH3:1][N:2]1[C:6]([C:7]([F:8])([F:9])[F:10])=[C:5]([NH2:11])[C:4]([C:13]2[CH:18]=[CH:17][CH:16]=[CH:15][CH:14]=2)=[N:3]1, predict the reactants needed to synthesize it. The reactants are: [CH3:1][N:2]1[C:6]([C:7]([F:10])([F:9])[F:8])=[C:5]([N:11]=O)[C:4]([C:13]2[CH:18]=[CH:17][CH:16]=[CH:15][CH:14]=2)=[N:3]1.CC1N(CC(F)(F)F)N=C(C2C=CC=CC=2)C=1N. (9) Given the product [CH2:8]([C:14]1([CH2:29][CH2:30][CH2:31][CH2:32][CH2:33][CH3:34])[C:26]2[CH:25]=[C:24]([S:7][C:1]3[CH:6]=[CH:5][CH:4]=[CH:3][CH:2]=3)[CH:23]=[CH:22][C:21]=2[C:20]2[C:15]1=[CH:16][C:17]([S:7][C:1]1[CH:6]=[CH:5][CH:4]=[CH:3][CH:2]=1)=[CH:18][CH:19]=2)[CH2:9][CH2:10][CH2:11][CH2:12][CH3:13], predict the reactants needed to synthesize it. The reactants are: [C:1]1([SH:7])[CH:6]=[CH:5][CH:4]=[CH:3][CH:2]=1.[CH2:8]([C:14]1([CH2:29][CH2:30][CH2:31][CH2:32][CH2:33][CH3:34])[C:26]2[CH:25]=[C:24](I)[CH:23]=[CH:22][C:21]=2[C:20]2[C:15]1=[CH:16][C:17](I)=[CH:18][CH:19]=2)[CH2:9][CH2:10][CH2:11][CH2:12][CH3:13].C([O-])([O-])=O.[K+].[K+].O. (10) Given the product [CH3:66][O:65][C:57]1[C:56]([N:1]2[CH2:6][CH2:5][O:4][CH2:3][CH2:2]2)=[CH:61][C:60]([N+:62]([O-:64])=[O:63])=[CH:59][N:58]=1, predict the reactants needed to synthesize it. The reactants are: [NH:1]1[CH2:6][CH2:5][O:4][CH2:3][CH2:2]1.C(=O)([O-])[O-].[Cs+].[Cs+].CC1(C)C2C(=C(P(C3C=CC=CC=3)C3C=CC=CC=3)C=CC=2)OC2C(P(C3C=CC=CC=3)C3C=CC=CC=3)=CC=CC1=2.Br[C:56]1[C:57]([O:65][CH3:66])=[N:58][CH:59]=[C:60]([N+:62]([O-:64])=[O:63])[CH:61]=1.